From a dataset of Catalyst prediction with 721,799 reactions and 888 catalyst types from USPTO. Predict which catalyst facilitates the given reaction. (1) Reactant: COC[O:4][C:5]1[C:13]([CH:14](OC)[O:15][CH3:16])=[CH:12][C:11]([I:19])=[C:10]2[C:6]=1[CH:7](O)[N:8](C(C)(C1C=CC=CC=1)C)[C:9]2=[O:20].FC(F)(F)C(O)=O.C([SiH](CC)CC)C. Product: [OH:4][C:5]1[C:13]([CH2:14][O:15][CH3:16])=[CH:12][C:11]([I:19])=[C:10]2[C:6]=1[CH2:7][NH:8][C:9]2=[O:20]. The catalyst class is: 463. (2) Product: [F:8][C@@H:9]1[C@@H:14]([C:15]2[CH:20]=[CH:19][C:18]([OH:21])=[CH:17][CH:16]=2)[CH2:13][CH2:12][N:11]([CH:29]2[CH2:33][CH2:32][N:31]([C:34]3[CH:39]=[CH:38][C:37]([CH3:40])=[C:36]([F:41])[CH:35]=3)[C:30]2=[O:42])[CH2:10]1. The catalyst class is: 3. Reactant: FC(F)(F)C(O)=O.[F:8][C@@H:9]1[C@@H:14]([C:15]2[CH:20]=[CH:19][C:18]([OH:21])=[CH:17][CH:16]=2)[CH2:13][CH2:12][NH:11][CH2:10]1.C([O-])([O-])=O.[K+].[K+].Br[CH:29]1[CH2:33][CH2:32][N:31]([C:34]2[CH:39]=[CH:38][C:37]([CH3:40])=[C:36]([F:41])[CH:35]=2)[C:30]1=[O:42].CCOC(C)=O. (3) Reactant: [Cl:1][C:2]1[C:3]([CH2:8][S:9][C:10]2[N:15]=[C:14]([OH:16])[CH:13]=[C:12]([C:17]([F:20])([F:19])[F:18])[N:11]=2)=[N:4][N:5]([CH3:7])[CH:6]=1.Cl.O1CCOCC1. Product: [ClH:1].[Cl:1][C:2]1[C:3]([CH2:8][S:9][C:10]2[N:15]=[C:14]([OH:16])[CH:13]=[C:12]([C:17]([F:20])([F:18])[F:19])[N:11]=2)=[N:4][N:5]([CH3:7])[CH:6]=1. The catalyst class is: 5. (4) Reactant: [CH2:1]([N:8]([CH2:25][C:26]([O:28]CC)=O)[C:9](=[O:24])[C@H:10]([NH:16]C(OC(C)(C)C)=O)[CH2:11][C:12]([O:14][CH3:15])=[O:13])[C:2]1[CH:7]=[CH:6][CH:5]=[CH:4][CH:3]=1.F[C:32](F)(F)C(O)=O. Product: [CH2:1]([N:8]1[CH2:25][C:26](=[O:28])[NH:16][C@H:10]([CH2:11][C:12]([O:14][CH2:15][CH3:32])=[O:13])[C:9]1=[O:24])[C:2]1[CH:3]=[CH:4][CH:5]=[CH:6][CH:7]=1. The catalyst class is: 4. (5) Reactant: [C:1]([C:3]12[CH2:29][CH2:28][C@@H:27]([C:30]([CH3:32])=[CH2:31])[CH:4]1[CH:5]1[C@@:18]([CH3:21])([CH2:19][CH2:20]2)[C@@:17]2([CH3:22])[CH:8]([C@:9]3([CH3:26])[CH:14]([CH2:15][CH2:16]2)[C:13]([CH3:24])([CH3:23])[C@@H:12]([OH:25])[CH2:11][CH2:10]3)[CH2:7][CH2:6]1)#[CH:2].[CH3:33][O:34][C:35](=[O:43])[C:36]1[CH:41]=[CH:40][CH:39]=[CH:38][C:37]=1I.C(NC(C)C)(C)C. Product: [CH3:33][O:34][C:35](=[O:43])[C:36]1[CH:41]=[CH:40][CH:39]=[CH:38][C:37]=1[C:2]#[C:1][C:3]12[CH2:29][CH2:28][C@@H:27]([C:30]([CH3:32])=[CH2:31])[CH:4]1[CH:5]1[C@@:18]([CH3:21])([CH2:19][CH2:20]2)[C@@:17]2([CH3:22])[CH:8]([C@:9]3([CH3:26])[CH:14]([CH2:15][CH2:16]2)[C:13]([CH3:23])([CH3:24])[C@@H:12]([OH:25])[CH2:11][CH2:10]3)[CH2:7][CH2:6]1. The catalyst class is: 1. (6) Reactant: [Br:1][C:2]1[CH:3]=[C:4]2[C:9](=[CH:10][CH:11]=1)[C:8](=[O:12])[NH:7][CH:6]=[CH:5]2.[CH2:13](Br)[C:14]1[CH:19]=[CH:18][CH:17]=[CH:16][CH:15]=1. Product: [CH2:13]([O:12][C:8]1[C:9]2[C:4](=[CH:3][C:2]([Br:1])=[CH:11][CH:10]=2)[CH:5]=[CH:6][N:7]=1)[C:14]1[CH:19]=[CH:18][CH:17]=[CH:16][CH:15]=1. The catalyst class is: 11. (7) Reactant: [N:1]1[CH:6]=[CH:5][CH:4]=[C:3]([C:7]2[CH:8]=[C:9]([CH:23]=[CH:24][CH:25]=2)/[CH:10]=[C:11]2\[CH2:12][CH2:13][C:14]3[NH:15][C:16]([C:19]([O:21]C)=[O:20])=[CH:17][C:18]\2=3)[CH:2]=1.[OH-].[Li+].CO. The catalyst class is: 1. Product: [N:1]1[CH:6]=[CH:5][CH:4]=[C:3]([C:7]2[CH:8]=[C:9]([CH:23]=[CH:24][CH:25]=2)[CH2:10][CH:11]2[C:18]3[CH:17]=[C:16]([C:19]([OH:21])=[O:20])[NH:15][C:14]=3[CH2:13][CH2:12]2)[CH:2]=1. (8) Reactant: Cl[C:2]1[CH:3]=[C:4]([NH:10][C:11]2[CH:16]=[N:15][C:14]([C:17]([F:20])([F:19])[F:18])=[CH:13][N:12]=2)[C:5](=[O:9])[N:6]([CH3:8])[N:7]=1.C([O:24][CH2:25][C:26]1[C:31](B2OC(C)(C)C(C)(C)O2)=[CH:30][CH:29]=[CH:28][C:27]=1[N:41]1[N:50]=[CH:49][C:48]2[C:43](=[C:44]([F:55])[CH:45]=[C:46]([C:51]([CH3:54])([CH3:53])[CH3:52])[CH:47]=2)[C:42]1=[O:56])(=O)C.P([O-])([O-])([O-])=O.[K+].[K+].[K+].C1(P(C2CCCCC2)C2C=CC=CC=2C2C(C(C)C)=CC(C(C)C)=CC=2C(C)C)CCCCC1.[Cl-].[NH4+]. Product: [C:51]([C:46]1[CH:47]=[C:48]2[C:43](=[C:44]([F:55])[CH:45]=1)[C:42](=[O:56])[N:41]([C:27]1[CH:28]=[CH:29][CH:30]=[C:31]([C:2]3[CH:3]=[C:4]([NH:10][C:11]4[CH:16]=[N:15][C:14]([C:17]([F:20])([F:19])[F:18])=[CH:13][N:12]=4)[C:5](=[O:9])[N:6]([CH3:8])[N:7]=3)[C:26]=1[CH2:25][OH:24])[N:50]=[CH:49]2)([CH3:54])([CH3:52])[CH3:53]. The catalyst class is: 729. (9) Reactant: Cl[C:2]1[C:3](F)=[C:4]([C:8]2[C:9]([OH:18])=[CH:10][C:11]3[C:16]([CH:17]=2)=[CH:15][CH:14]=[CH:13][CH:12]=3)[CH:5]=[CH:6][CH:7]=1.CN1CCCC1=O.C(=O)([O-])[O-].[K+].[K+].[ClH:33]. Product: [Cl:33][C:13]1[CH:14]=[CH:15][C:16]2[C:11](=[CH:10][C:9]3[O:18][C:3]4[CH:2]=[CH:7][CH:6]=[CH:5][C:4]=4[C:8]=3[CH:17]=2)[CH:12]=1. The catalyst class is: 84. (10) Reactant: [Si]([O:8][C@H:9]1[CH2:13][N:12]([C:14]([O:16][C:17]([CH3:20])([CH3:19])[CH3:18])=[O:15])[C@H:11]([CH:21]([CH3:23])[CH3:22])[CH2:10]1)(C(C)(C)C)(C)C.CCCC[N+](CCCC)(CCCC)CCCC.[F-]. Product: [OH:8][C@H:9]1[CH2:13][N:12]([C:14]([O:16][C:17]([CH3:19])([CH3:18])[CH3:20])=[O:15])[C@H:11]([CH:21]([CH3:23])[CH3:22])[CH2:10]1. The catalyst class is: 7.